The task is: Predict the reactants needed to synthesize the given product.. This data is from Full USPTO retrosynthesis dataset with 1.9M reactions from patents (1976-2016). Given the product [N:1]1[N:2]=[C:3]([C:10]2[CH:19]=[CH:18][C:17]3[C:12](=[C:13]([O:20][C:21]4[CH:26]=[CH:25][N:24]=[C:23]([NH2:67])[CH:22]=4)[CH:14]=[CH:15][CH:16]=3)[N:11]=2)[N:4]2[CH:9]=[CH:8][CH:7]=[CH:6][C:5]=12, predict the reactants needed to synthesize it. The reactants are: [N:1]1[N:2]=[C:3]([C:10]2[CH:19]=[CH:18][C:17]3[C:12](=[C:13]([O:20][C:21]4[CH:26]=[CH:25][N:24]=[C:23](Cl)[CH:22]=4)[CH:14]=[CH:15][CH:16]=3)[N:11]=2)[N:4]2[CH:9]=[CH:8][CH:7]=[CH:6][C:5]=12.CC(C1C=C(C(C)C)C(C2C=CC=CC=2P(C2CCCCC2)C2CCCCC2)=C(C(C)C)C=1)C.[Li+].C[Si]([N-:67][Si](C)(C)C)(C)C.Cl.